This data is from Full USPTO retrosynthesis dataset with 1.9M reactions from patents (1976-2016). The task is: Predict the reactants needed to synthesize the given product. (1) Given the product [CH2:7]([C:9]1[N:10]=[CH:11][NH:12][CH:13]=1)[C:1]1[CH:2]=[CH:3][CH:4]=[CH:5][CH:6]=1, predict the reactants needed to synthesize it. The reactants are: [C:1]1([CH:7]([C:9]2[N:10]=[CH:11][N:12](C(C3C=CC=CC=3)(C3C=CC=CC=3)C3C=CC=CC=3)[CH:13]=2)O)[CH:6]=[CH:5][CH:4]=[CH:3][CH:2]=1.C([SiH](CC)CC)C.FC(F)(F)C(O)=O.O. (2) Given the product [ClH:30].[N+:1]([C:4]1[CH:5]=[C:6]([CH:7]=[CH:8][CH:9]=1)[CH2:10][C:11]1[NH:26][CH2:25][CH2:24][N:12]=1)([O-:3])=[O:2], predict the reactants needed to synthesize it. The reactants are: [N+:1]([C:4]1[CH:5]=[C:6]([CH2:10][C:11]#[N:12])[CH:7]=[CH:8][CH:9]=1)([O-:3])=[O:2].C1(C)C=CC(S(O)(=O)=O)=CC=1.[CH2:24](N)[CH2:25][NH2:26].[OH-].[Na+].[ClH:30].